Dataset: Full USPTO retrosynthesis dataset with 1.9M reactions from patents (1976-2016). Task: Predict the reactants needed to synthesize the given product. Given the product [ClH:26].[Cl:26][C:23]1[CH:24]=[CH:25][C:20](/[CH:19]=[CH:18]/[C:17]([N:16]2[CH:10]3[CH2:9][NH:8][CH2:15][CH:14]2[CH2:13][N:12]([CH2:32][C:33]2[CH:34]=[CH:35][C:36]([F:39])=[CH:37][CH:38]=2)[CH2:11]3)=[O:31])=[C:21]([NH:27][C:28]([NH2:30])=[O:29])[CH:22]=1, predict the reactants needed to synthesize it. The reactants are: C(OC([N:8]1[CH2:15][CH:14]2[N:16]([C:17](=[O:31])/[CH:18]=[CH:19]/[C:20]3[CH:25]=[CH:24][C:23]([Cl:26])=[CH:22][C:21]=3[NH:27][C:28]([NH2:30])=[O:29])[CH:10]([CH2:11][N:12]([CH2:32][C:33]3[CH:38]=[CH:37][C:36]([F:39])=[CH:35][CH:34]=3)[CH2:13]2)[CH2:9]1)=O)(C)(C)C.